This data is from Experimentally validated miRNA-target interactions with 360,000+ pairs, plus equal number of negative samples. The task is: Binary Classification. Given a miRNA mature sequence and a target amino acid sequence, predict their likelihood of interaction. (1) The miRNA is mmu-miR-466b-3p with sequence AUACAUACACGCACACAUAAGA. The protein sequence of the target gene is MLEAMAEPSPEDPPPTLKPETQPPEKRRRTIEDFNKFCSFVLAYAGYIPPSKEESDWPASGSSSPLRGESAADSDGWDSAPSDLRTIQTFVKKAKSSKRRAAQAGPTQPGPPRSTFSRLQAPDSATLLEKMKLKDSLFDLDGPKVASPLSPTSLTHTSRPPAALTPVPLSQGDLSHPPRKKDRKNRKLGPGAGAGFGVLRRPRPTPGDGEKRSRIKKSKKRKLKKAERGDRLPPPGPPQAPPSDTDSEEEEEEEEEEEEEEMATVVGGEAPVPVLPTPPEAPRPPATVHPEGVPPADSES.... Result: 0 (no interaction). (2) The miRNA is hsa-miR-4255 with sequence CAGUGUUCAGAGAUGGA. The protein sequence of the target gene is MLESLQPESHLLHDEPDPGESVYECNECKETFSLEQNFVEHKKTHSGEKSPECTGCGEESSQASSLTLHLRSRPRRESYKCGECGKAFSQRGNFLSHQKQHTEERPSESKKTPVPMTTTVRNQRNTGNKPYACKECGKAFNGKSYLKEHEKIHTGEKPFECSQCGRAFSQKQYLIKHQNIHSGKKPFKCNECGKAFSQKENLIIHQRIHTGEKPYECKGCGKAFIQKSSLIRHQRSHTGEKPYTCKECGKAFSGKSNLTEHEKIHIGEKPYKCNECGTIFRQKQYLIKHHNIHTGEKPYE.... Result: 0 (no interaction). (3) The miRNA is hsa-miR-21-3p with sequence CAACACCAGUCGAUGGGCUGU. The protein sequence of the target gene is MDPVRPLFRGPTPVHPSQCVRMPGCWPQAPRPLEPAWGRAGPAGRGLVFRKPEDSSPPLQPVQKDSVGLVSMFRGMGLDTAFRPPSKREVPPLGRGVLGRGLSANMVRKDREEPRSSLPDPSVLAAGDSKLAEASVGWSRMLGRGSSEVSLLPLGRAASSIGRGMDKPPSAFGLTARDPPRLPQPPALSPTSLHSADPPPVLTMERKEKELLVKQGSKGTPQSLGLNLIKIQCHNEAVYQYHVTFSPSVECKSMRFGMLKDHQSVTGNVTAFDGSILYLPVKLQQVVELKSQRKTDDAEI.... Result: 0 (no interaction). (4) The miRNA is mmu-miR-694 with sequence CUGAAAAUGUUGCCUGAAG. The protein sequence of the target gene is MSSSFELSVQDLNDLLSDGSGCYSLPSQPCNEVVPRVYVGNASVAQDITQLQKLGITHVLNAAEGRSFMHVNTSASFYEDSGITYLGIKANDTQEFNLSAYFERATDFIDQALAHKNGRVLVHCREGYSRSPTLVIAYLMMRQKMDVKSALSTVRQNREIGPNDGFLAQLCQLNDRLAKEGKVKL. Result: 0 (no interaction). (5) The miRNA is hsa-miR-194-5p with sequence UGUAACAGCAACUCCAUGUGGA. The protein sequence of the target gene is MEVLRPQLIRIDGRNYRKNPVQEQTYQHEEDEEDFYQGSMECADEPCDAYEVEQTPQGFRSTLRAPSLLYNLIHLNTSNDCGFQKITLDCQNIYTWKSRHIVGKRGDTRKKIEMETKTSISIPKPGQDGEIVITGQHRNGVISARTRIDVLLDTFRRKQPFTHFLAFFLNEVEVQEGFLRFQEEVLAKCSMDHGVDSSIFQNPKKLHLTIGMLVLLSEEEIQQTCEMLQQCKEEFINDISGGKPLEVEMAGIEYMNDDPGMVDVLYAKVHMKDGSNRLQELVDRVLERFQASGLIVKEWN.... Result: 0 (no interaction). (6) The miRNA is mmu-miR-466c-3p with sequence AUACAUACACGCACACAUAAGA. The protein sequence of the target gene is MDPVRPLFRGPTPVHPSQCVRMPGCWPQAPRPLEPAWGRAGPAGRGLVFRKPEDSSPPLQPVQKDSVGLVSMFRGMGLDTAFRPPSKREVPPLGRGVLGRGLSANMVRKDREEPRSSLPDPSVLAAGDSKLAEASVGWSRMLGRGSSEVSLLPLGRAASSIGRGMDKPPSAFGLTARDPPRLPQPPALSPTSLHSADPPPVLTMERKEKELLVKQGSKGTPQSLGLNLIKIQCHNEAVYQYHVTFSPSVECKSMRFGMLKDHQSVTGNVTAFDGSILYLPVKLQQVVELKSQRKTDDAEI.... Result: 1 (interaction). (7) The miRNA is hsa-miR-3689f with sequence UGUGAUAUCGUGCUUCCUGGGA. The protein sequence of the target gene is MTLLTSSLLLFSLLTSRLEAIPVLEKSPAHPAHSAHPAHPAHPAHPAHPSPGVRILRAPESLVAPLGDEVVLECETSLQPERFEWSHRSSRSPGAGFKYLKTGTAKANVSQEAAISRLRVLVRPDTLGEYRCVGWFGPLVVTSTIARLELASTSLVDAQESESPLQWRVSAGNSVLWSCGQQVQSNPSASWSYYRNGVEIKPEFIGTNGNLFLSNVSSESSGSYSCQATNPASGERIQLPGSLQLQVTPEQRSESKSPHLLRGQPSSQEITIREGSSLLLLCPGVGSPPPTVVWSSPDVV.... Result: 0 (no interaction).